From a dataset of Peptide-MHC class II binding affinity with 134,281 pairs from IEDB. Regression. Given a peptide amino acid sequence and an MHC pseudo amino acid sequence, predict their binding affinity value. This is MHC class II binding data. (1) The binding affinity (normalized) is 0.788. The MHC is DRB1_0101 with pseudo-sequence DRB1_0101. The peptide sequence is YDKFLADVSTVLTGK. (2) The peptide sequence is WASHIHLVIHRIRTL. The MHC is HLA-DQA10601-DQB10402 with pseudo-sequence HLA-DQA10601-DQB10402. The binding affinity (normalized) is 0.429. (3) The peptide sequence is VEDEARRMWASAQNI. The MHC is DRB3_0202 with pseudo-sequence DRB3_0202. The binding affinity (normalized) is 0.0955. (4) The peptide sequence is NVTENFNMWKNNMVEQMH. The MHC is HLA-DPA10103-DPB10301 with pseudo-sequence HLA-DPA10103-DPB10301. The binding affinity (normalized) is 0.196. (5) The peptide sequence is PADKYRTFVATFGAA. The MHC is DRB1_0405 with pseudo-sequence DRB1_0405. The binding affinity (normalized) is 0.792.